This data is from Peptide-MHC class I binding affinity with 185,985 pairs from IEDB/IMGT. The task is: Regression. Given a peptide amino acid sequence and an MHC pseudo amino acid sequence, predict their binding affinity value. This is MHC class I binding data. The peptide sequence is KTFVDLMRR. The MHC is HLA-A11:01 with pseudo-sequence HLA-A11:01. The binding affinity (normalized) is 0.705.